From a dataset of Full USPTO retrosynthesis dataset with 1.9M reactions from patents (1976-2016). Predict the reactants needed to synthesize the given product. (1) Given the product [CH2:32]([CH:28]1[O:29][CH2:30][CH2:31][N:26]([CH2:25][C:22]2[O:21][C:20]([C:4]3[CH:3]=[C:2]([C:39]4[CH:40]=[C:41]([NH:42][S:43]([CH3:46])(=[O:44])=[O:45])[C:36]([O:35][CH3:34])=[N:37][CH:38]=4)[CH:10]=[C:9]4[C:5]=3[CH:6]=[N:7][NH:8]4)=[N:24][N:23]=2)[CH2:27]1)[CH3:33], predict the reactants needed to synthesize it. The reactants are: Br[C:2]1[CH:10]=[C:9]2[C:5]([CH:6]=[N:7][N:8]2S(C2C=CC=CC=2)(=O)=O)=[C:4]([C:20]2[O:21][C:22]([CH2:25][N:26]3[CH2:31][CH2:30][O:29][CH:28]([CH2:32][CH3:33])[CH2:27]3)=[N:23][N:24]=2)[CH:3]=1.[CH3:34][O:35][C:36]1[C:41]([NH:42][S:43]([CH3:46])(=[O:45])=[O:44])=[CH:40][C:39](B2OC(C)(C)C(C)(C)O2)=[CH:38][N:37]=1.[O-]P([O-])([O-])=O.[K+].[K+].[K+].[OH-].[Na+]. (2) Given the product [F:14][C:15]1[CH:21]=[CH:20][C:18]([NH:19][C:2]2[CH:10]=[C:9]([N+:11]([O-:13])=[O:12])[CH:8]=[CH:7][C:3]=2[C:4]([OH:6])=[O:5])=[CH:17][CH:16]=1, predict the reactants needed to synthesize it. The reactants are: Cl[C:2]1[CH:10]=[C:9]([N+:11]([O-:13])=[O:12])[CH:8]=[CH:7][C:3]=1[C:4]([OH:6])=[O:5].[F:14][C:15]1[CH:21]=[CH:20][C:18]([NH2:19])=[CH:17][CH:16]=1.CN1CCOCC1. (3) Given the product [Cl:44][C:40]1[CH:41]=[C:42]([CH3:43])[C:34]2[N:33]=[C:10]([C:9]3[CH:13]=[CH:14][C:15]([C:17]([F:20])([F:19])[F:18])=[CH:16][C:8]=3[C:3]3[C:2]([Cl:1])=[CH:7][CH:6]=[CH:5][N:4]=3)[O:12][C:36](=[O:37])[C:35]=2[CH:39]=1, predict the reactants needed to synthesize it. The reactants are: [Cl:1][C:2]1[C:3]([C:8]2[CH:16]=[C:15]([C:17]([F:20])([F:19])[F:18])[CH:14]=[CH:13][C:9]=2[C:10]([OH:12])=O)=[N:4][CH:5]=[CH:6][CH:7]=1.CS(Cl)(=O)=O.C(N(CC)CC)C.[NH2:33][C:34]1[C:42]([CH3:43])=[CH:41][C:40]([Cl:44])=[CH:39][C:35]=1[C:36](O)=[O:37].C([O-])([O-])=O.[K+].[K+]. (4) Given the product [CH3:15][C:16]1[C:17]([CH2:23][NH:14][CH2:13][C:8]2[C:7]([N:1]3[CH2:2][CH2:3][O:4][CH2:5][CH2:6]3)=[CH:12][CH:11]=[CH:10][N:9]=2)=[N:18][CH:19]=[C:20]([CH3:22])[CH:21]=1, predict the reactants needed to synthesize it. The reactants are: [N:1]1([C:7]2[C:8]([CH2:13][NH2:14])=[N:9][CH:10]=[CH:11][CH:12]=2)[CH2:6][CH2:5][O:4][CH2:3][CH2:2]1.[CH3:15][C:16]1[C:17]([CH:23]=O)=[N:18][CH:19]=[C:20]([CH3:22])[CH:21]=1.[BH-](OC(C)=O)(OC(C)=O)OC(C)=O.[Na+]. (5) The reactants are: [ClH:1].CCOCC.[CH3:7][O:8][C:9]1[CH:14]=[CH:13][C:12]([C:15]2[CH:20]=[CH:19][N:18]([C:21]3[CH:22]=[CH:23][C:24]4[C:25]5[CH2:34][NH:33][CH2:32][CH2:31][C:26]=5[N:27]([CH3:30])[C:28]=4[CH:29]=3)[C:17](=[O:35])[CH:16]=2)=[C:11]([CH3:36])[CH:10]=1. Given the product [ClH:1].[CH3:7][O:8][C:9]1[CH:14]=[CH:13][C:12]([C:15]2[CH:20]=[CH:19][N:18]([C:21]3[CH:22]=[CH:23][C:24]4[C:25]5[CH2:34][NH:33][CH2:32][CH2:31][C:26]=5[N:27]([CH3:30])[C:28]=4[CH:29]=3)[C:17](=[O:35])[CH:16]=2)=[C:11]([CH3:36])[CH:10]=1, predict the reactants needed to synthesize it. (6) Given the product [Cl:8][C:9]1[CH:18]=[C:17]2[C:12]([CH:13]=[CH:14][C:15](/[CH:19]=[CH:20]/[C:21]3[CH:36]=[CH:35][C:24]4[O:25][CH2:26][C:27]5[CH:34]=[CH:33][CH:32]=[CH:31][C:28]=5[CH:29]([S:38][CH2:39][CH2:40][C:41]([OH:43])=[O:42])[C:23]=4[CH:22]=3)=[N:16]2)=[CH:11][C:10]=1[F:37], predict the reactants needed to synthesize it. The reactants are: FC(F)(F)C(O)=O.[Cl:8][C:9]1[CH:18]=[C:17]2[C:12]([CH:13]=[CH:14][C:15](/[CH:19]=[CH:20]/[C:21]3[CH:36]=[CH:35][C:24]4[O:25][CH2:26][C:27]5[CH:34]=[CH:33][CH:32]=[CH:31][C:28]=5[CH:29](O)[C:23]=4[CH:22]=3)=[N:16]2)=[CH:11][C:10]=1[F:37].[SH:38][CH2:39][CH2:40][C:41]([OH:43])=[O:42]. (7) Given the product [N:23]1[CH:24]=[CH:25][CH:26]=[N:27][C:22]=1[O:1][CH2:2][CH2:3][C:4]1[CH:5]=[CH:6][C:7]([O:10][C:11](=[O:20])[N:12]([CH3:19])[C:13]2[CH:14]=[CH:15][CH:16]=[CH:17][CH:18]=2)=[CH:8][CH:9]=1, predict the reactants needed to synthesize it. The reactants are: [OH:1][CH2:2][CH2:3][C:4]1[CH:9]=[CH:8][C:7]([O:10][C:11](=[O:20])[N:12]([CH3:19])[C:13]2[CH:18]=[CH:17][CH:16]=[CH:15][CH:14]=2)=[CH:6][CH:5]=1.O[C:22]1[N:27]=[CH:26][CH:25]=[CH:24][N:23]=1.